From a dataset of TCR-epitope binding with 47,182 pairs between 192 epitopes and 23,139 TCRs. Binary Classification. Given a T-cell receptor sequence (or CDR3 region) and an epitope sequence, predict whether binding occurs between them. (1) The epitope is FLKEKGGL. The TCR CDR3 sequence is CASSAGQGGSYEQYF. Result: 0 (the TCR does not bind to the epitope). (2) Result: 1 (the TCR binds to the epitope). The TCR CDR3 sequence is CASNPGWDTGRKAFF. The epitope is ELAGIGILTV. (3) The epitope is FVDGVPFVV. The TCR CDR3 sequence is CASSQAHSRSTEAFF. Result: 1 (the TCR binds to the epitope). (4) The epitope is GLCTLVAML. The TCR CDR3 sequence is CASSLGGPFNEQFF. Result: 1 (the TCR binds to the epitope). (5) The epitope is LSDDAVVCFNSTY. The TCR CDR3 sequence is CASSLGLATYNEQFF. Result: 0 (the TCR does not bind to the epitope). (6) Result: 0 (the TCR does not bind to the epitope). The epitope is SQASSRSSSR. The TCR CDR3 sequence is CASSQALLLAGGPGLNAGELFF.